Dataset: Reaction yield outcomes from USPTO patents with 853,638 reactions. Task: Predict the reaction yield, written as a fraction of the theoretical maximum amount of product (1.0 means a 100% yield; for example, 0.34 means a 34% yield). (1) The reactants are [CH3:1][C:2]([S@@:5](/[N:7]=[C:8](/[C:12]1[CH:17]=[CH:16][CH:15]=[CH:14][CH:13]=1)\[CH2:9][CH2:10][CH3:11])=[O:6])([CH3:4])[CH3:3].CC(C[AlH]CC(C)C)C.[Li+].C[Si]([N-][Si](C)(C)C)(C)C. The catalyst is CO. The product is [C:12]1([C@@H:8]([NH:7][S@:5]([C:2]([CH3:1])([CH3:4])[CH3:3])=[O:6])[CH2:9][CH2:10][CH3:11])[CH:17]=[CH:16][CH:15]=[CH:14][CH:13]=1. The yield is 0.930. (2) The reactants are [Cl:1][C:2]1[N:3]=[C:4]([Cl:11])[C:5]2[CH:10]=[CH:9][NH:8][C:6]=2[N:7]=1.[H-].[Na+].[C:14]1([S:20](Cl)(=[O:22])=[O:21])[CH:19]=[CH:18][CH:17]=[CH:16][CH:15]=1. The catalyst is C1COCC1. The product is [C:14]1([S:20]([N:8]2[C:6]3[N:7]=[C:2]([Cl:1])[N:3]=[C:4]([Cl:11])[C:5]=3[CH:10]=[CH:9]2)(=[O:22])=[O:21])[CH:19]=[CH:18][CH:17]=[CH:16][CH:15]=1. The yield is 0.870. (3) The reactants are [Si:1]([O:8][CH:9]([CH2:20][O:21][C:22]1[CH:27]=[CH:26][CH:25]=[C:24]([C:28]2[N:33]=[C:32](Cl)[CH:31]=[C:30]([N:35]([CH3:42])[CH:36]3[CH2:41][CH2:40][O:39][CH2:38][CH2:37]3)[N:29]=2)[CH:23]=1)[CH2:10][N:11]([CH3:19])[C:12](=[O:18])[O:13][C:14]([CH3:17])([CH3:16])[CH3:15])([C:4]([CH3:7])([CH3:6])[CH3:5])([CH3:3])[CH3:2].Br[C:44]1[C:52]2[CH:51]=[N:50][CH:49]=[N:48][C:47]=2[N:46]([S:53]([CH3:56])(=[O:55])=[O:54])[CH:45]=1.C(N(CC)CC)C. The catalyst is O1CCOCC1.C1C=CC([P]([Pd]([P](C2C=CC=CC=2)(C2C=CC=CC=2)C2C=CC=CC=2)([P](C2C=CC=CC=2)(C2C=CC=CC=2)C2C=CC=CC=2)[P](C2C=CC=CC=2)(C2C=CC=CC=2)C2C=CC=CC=2)(C2C=CC=CC=2)C2C=CC=CC=2)=CC=1. The product is [Si:1]([O:8][CH:9]([CH2:20][O:21][C:22]1[CH:27]=[CH:26][CH:25]=[C:24]([C:28]2[N:29]=[C:30]([N:35]([CH3:42])[CH:36]3[CH2:41][CH2:40][O:39][CH2:38][CH2:37]3)[CH:31]=[C:32]([C:44]3[C:52]4[CH:51]=[N:50][CH:49]=[N:48][C:47]=4[N:46]([S:53]([CH3:56])(=[O:55])=[O:54])[CH:45]=3)[N:33]=2)[CH:23]=1)[CH2:10][N:11]([CH3:19])[C:12](=[O:18])[O:13][C:14]([CH3:17])([CH3:16])[CH3:15])([C:4]([CH3:7])([CH3:6])[CH3:5])([CH3:3])[CH3:2]. The yield is 0.340. (4) The reactants are C1(CCC(Cl)=O)C=CC=CC=1.[NH2:12][C:13]1[N:18]=[CH:17][N:16]=[C:15]2[N:19]([CH:41]3[CH2:46][CH2:45][N:44]([CH:47]4[CH2:52][CH2:51][N:50]([CH3:53])[CH2:49][CH2:48]4)[CH2:43][CH2:42]3)[N:20]=[C:21]([C:22]3[CH:27]=[CH:26][C:25]([NH:28][C:29](=[O:38])[CH2:30][CH2:31][C:32]4[CH:37]=[CH:36][CH:35]=[CH:34][CH:33]=4)=[C:24]([O:39][CH3:40])[CH:23]=3)[C:14]=12.NC1C=CC(C2C3C(=NC=NC=3N)N(C3CCN(C4CCN(C)CC4)CC3)N=2)=CC=1OC. The catalyst is N1C=CC=CC=1. The product is [NH2:12][C:13]1[N:18]=[CH:17][N:16]=[C:15]2[N:19]([CH:41]3[CH2:46][CH2:45][N:44]([CH:47]4[CH2:48][CH2:49][N:50]([CH3:53])[CH2:51][CH2:52]4)[CH2:43][CH2:42]3)[N:20]=[C:21]([C:22]3[CH:27]=[CH:26][C:25]([NH:28][C:29](=[O:38])[CH2:30][CH2:31][C:32]4[CH:33]=[CH:34][CH:35]=[CH:36][CH:37]=4)=[C:24]([O:39][CH3:40])[CH:23]=3)[C:14]=12. The yield is 0.180. (5) The reactants are [CH2:1]([OH:4])[CH2:2][OH:3].[Cl:5][CH2:6][C:7]([OH:9])=O. The catalyst is C1(C)C=CC=CC=1.C1(C)C=CC(S(O)(=O)=O)=CC=1. The product is [Cl:5][CH2:6][C:7]([O:3][CH2:2][CH2:1][O:4][C:7](=[O:9])[CH2:6][Cl:5])=[O:9]. The yield is 0.698. (6) The reactants are Br.[Br:2][C:3]1[C:11]2[C:6](=[N:7][CH:8]=[C:9]([C:12]3[CH:17]=[CH:16][CH:15]=[CH:14][CH:13]=3)[CH:10]=2)[NH:5][CH:4]=1.C(N(C(C)C)CC)(C)C.[C:27]([O:31][C:32](O[C:32]([O:31][C:27]([CH3:30])([CH3:29])[CH3:28])=[O:33])=[O:33])([CH3:30])([CH3:29])[CH3:28].CN(C1C=CC=CN=1)C. The catalyst is C(Cl)Cl. The product is [Br:2][C:3]1[C:11]2[C:6](=[N:7][CH:8]=[C:9]([C:12]3[CH:17]=[CH:16][CH:15]=[CH:14][CH:13]=3)[CH:10]=2)[N:5]([C:32]([O:31][C:27]([CH3:30])([CH3:29])[CH3:28])=[O:33])[CH:4]=1. The yield is 0.740. (7) The reactants are [F:1][C:2]1[C:3]([C:9]2[N:13]([CH:14]3[CH2:19][CH2:18][O:17][CH2:16][CH2:15]3)[C:12]([CH3:20])=[N:11][CH:10]=2)=[N:4][C:5]([NH2:8])=[N:6][CH:7]=1.Br[C:22]1[CH:27]=[CH:26][C:25]([S:28]([N:31]2[CH2:36][CH2:35][N:34]([CH3:37])[CH2:33][CH2:32]2)(=[O:30])=[O:29])=[C:24]([CH3:38])[CH:23]=1.C([O-])([O-])=O.[Cs+].[Cs+].CC(C1C=C(C(C)C)C(C2C=CC=CC=2P(C2CCCCC2)C2CCCCC2)=C(C(C)C)C=1)C. The catalyst is C1C=CC(/C=C/C(/C=C/C2C=CC=CC=2)=O)=CC=1.C1C=CC(/C=C/C(/C=C/C2C=CC=CC=2)=O)=CC=1.C1C=CC(/C=C/C(/C=C/C2C=CC=CC=2)=O)=CC=1.[Pd].[Pd]. The product is [F:1][C:2]1[C:3]([C:9]2[N:13]([CH:14]3[CH2:19][CH2:18][O:17][CH2:16][CH2:15]3)[C:12]([CH3:20])=[N:11][CH:10]=2)=[N:4][C:5]([NH:8][C:22]2[CH:27]=[CH:26][C:25]([S:28]([N:31]3[CH2:32][CH2:33][N:34]([CH3:37])[CH2:35][CH2:36]3)(=[O:29])=[O:30])=[C:24]([CH3:38])[CH:23]=2)=[N:6][CH:7]=1. The yield is 0.430.